This data is from Catalyst prediction with 721,799 reactions and 888 catalyst types from USPTO. The task is: Predict which catalyst facilitates the given reaction. (1) Reactant: [NH2:1][C:2]1[C:7]([Cl:8])=[CH:6][C:5]([Cl:9])=[CH:4][N:3]=1.[CH:10]1([N+:16]#[C-:17])[CH2:15][CH2:14][CH2:13][CH2:12][CH2:11]1.[CH:18](=O)[C:19]1[O:23][CH:22]=[CH:21][CH:20]=1.[C:25](Cl)(=[O:27])[CH3:26]. Product: [CH:10]1([N:16]([C:17]2[N:3]3[CH:4]=[C:5]([Cl:9])[CH:6]=[C:7]([Cl:8])[C:2]3=[N:1][C:18]=2[C:19]2[O:23][CH:22]=[CH:21][CH:20]=2)[C:25](=[O:27])[CH3:26])[CH2:15][CH2:14][CH2:13][CH2:12][CH2:11]1. The catalyst class is: 519. (2) Reactant: [C:1]([C@H:5]1[CH2:10][CH2:9][C@H:8]([O:11][C:12]2[CH:13]=[C:14]3[C:19](=[CH:20][CH:21]=2)[CH:18]=[C:17]([CH:22]([N:24]2[CH2:29][CH2:28][CH:27]([C:30]([O:32]CC)=[O:31])[CH2:26][CH2:25]2)[CH3:23])[CH:16]=[CH:15]3)[CH2:7][CH2:6]1)([CH3:4])([CH3:3])[CH3:2].[OH-].[Na+]. Product: [C:1]([C@H:5]1[CH2:10][CH2:9][C@H:8]([O:11][C:12]2[CH:13]=[C:14]3[C:19](=[CH:20][CH:21]=2)[CH:18]=[C:17]([CH:22]([N:24]2[CH2:25][CH2:26][CH:27]([C:30]([OH:32])=[O:31])[CH2:28][CH2:29]2)[CH3:23])[CH:16]=[CH:15]3)[CH2:7][CH2:6]1)([CH3:2])([CH3:3])[CH3:4]. The catalyst class is: 88. (3) Reactant: [C:1]1([CH2:7][O:8][C:9]([N:11]2[CH2:16][CH2:15][CH2:14][CH2:13][C@H:12]2[C:17]([OH:19])=O)=[O:10])[CH:6]=[CH:5][CH:4]=[CH:3][CH:2]=1.C1C=CC2N(O)N=NC=2C=1.[CH3:30][N:31]1CCOC[CH2:32]1.CNC.C1COCC1.CCN=C=NCCCN(C)C. Product: [CH3:30][N:31]([CH3:32])[C:17]([C@@H:12]1[CH2:13][CH2:14][CH2:15][CH2:16][N:11]1[C:9]([O:8][CH2:7][C:1]1[CH:6]=[CH:5][CH:4]=[CH:3][CH:2]=1)=[O:10])=[O:19]. The catalyst class is: 2. (4) Reactant: [NH2:1][C:2]1[CH:10]=[CH:9][C:5]([C:6]([NH2:8])=[O:7])=[CH:4][N:3]=1.[F:11][C:12]1[CH:21]=[CH:20][C:15]([C:16](=O)[CH2:17]Br)=[CH:14][CH:13]=1.[OH-].[Na+]. Product: [F:11][C:12]1[CH:21]=[CH:20][C:15]([C:16]2[N:1]=[C:2]3[CH:10]=[CH:9][C:5]([C:6]([NH2:8])=[O:7])=[CH:4][N:3]3[CH:17]=2)=[CH:14][CH:13]=1. The catalyst class is: 8. (5) Reactant: [CH3:1][O:2][C:3]1[CH:4]=[C:5](N)[CH:6]=[C:7]([N+:9]([O-:11])=[O:10])[CH:8]=1.Cl.N([O-])=O.[Na+].[I-:18].[K+]. Product: [I:18][C:5]1[CH:6]=[C:7]([N+:9]([O-:11])=[O:10])[CH:8]=[C:3]([O:2][CH3:1])[CH:4]=1. The catalyst class is: 6. (6) Reactant: [F:1][C:2]1[CH:7]=[CH:6][C:5]([C@H:8]([NH:25][S:26]([C:29]2[CH:34]=[CH:33][CH:32]=[C:31]([C:35]([F:38])([F:37])[F:36])[CH:30]=2)(=[O:28])=[O:27])[CH2:9][C:10]([NH:12][C@@H:13]2[CH2:22][CH2:21][C:20]3[C:15](=[CH:16][CH:17]=[C:18]([CH:23]=O)[CH:19]=3)[CH2:14]2)=[O:11])=[CH:4][CH:3]=1.[CH:39](C1C=C2C(=CC=1)C[C@H](N)CC2)=C.C1C=CC2N(O)N=NC=2C=1.C(Cl)CCl. Product: [F:1][C:2]1[CH:3]=[CH:4][C:5]([C@H:8]([NH:25][S:26]([C:29]2[CH:34]=[CH:33][CH:32]=[C:31]([C:35]([F:38])([F:36])[F:37])[CH:30]=2)(=[O:27])=[O:28])[CH2:9][C:10]([NH:12][C@@H:13]2[CH2:22][CH2:21][C:20]3[C:15](=[CH:16][CH:17]=[C:18]([CH:23]=[CH2:39])[CH:19]=3)[CH2:14]2)=[O:11])=[CH:6][CH:7]=1. The catalyst class is: 3. (7) Reactant: [OH:1][C:2]([CH3:24])([CH3:23])[CH2:3][N:4]1[C:16]2[C:15]3[CH:14]=[CH:13][CH:12]=[CH:11][C:10]=3[N+:9]([O-])=[CH:8][C:7]=2[N:6]=[C:5]1[NH:18][C:19](=[O:22])[O:20][CH3:21].[OH-].[NH4+:26].C1(S(Cl)(=O)=O)C=CC=CC=1. Product: [NH2:26][C:8]1[C:7]2[N:6]=[C:5]([NH:18][C:19](=[O:22])[O:20][CH3:21])[N:4]([CH2:3][C:2]([OH:1])([CH3:24])[CH3:23])[C:16]=2[C:15]2[CH:14]=[CH:13][CH:12]=[CH:11][C:10]=2[N:9]=1. The catalyst class is: 5. (8) Reactant: FC(F)(F)C(O)=[O:4].[F:8][CH:9]([F:35])[C:10]([NH:12][C@H:13]([CH2:33][F:34])[C@H:14]([OH:32])[C:15]1[CH:20]=[CH:19][C:18]([C:21]2[CH:22]=[N:23][C:24]([C:27]3([OH:31])[CH2:30][O:29][CH2:28]3)=[CH:25][CH:26]=2)=[CH:17][CH:16]=1)=[O:11].N1C=CC=CC=1.[CH2:42]([O:49][P:50]([O:58][CH2:59][C:60]1[CH:65]=[CH:64][CH:63]=[CH:62][CH:61]=1)N(C(C)C)C(C)C)[C:43]1[CH:48]=[CH:47][CH:46]=[CH:45][CH:44]=1.OO.O. Product: [P:50]([O:32][C@H:14]([C:15]1[CH:16]=[CH:17][C:18]([C:21]2[CH:22]=[N:23][C:24]([C:27]3([OH:31])[CH2:30][O:29][CH2:28]3)=[CH:25][CH:26]=2)=[CH:19][CH:20]=1)[C@H:13]([NH:12][C:10](=[O:11])[CH:9]([F:8])[F:35])[CH2:33][F:34])([O:49][CH2:42][C:43]1[CH:44]=[CH:45][CH:46]=[CH:47][CH:48]=1)([O:58][CH2:59][C:60]1[CH:61]=[CH:62][CH:63]=[CH:64][CH:65]=1)=[O:4]. The catalyst class is: 54.